Task: Predict which catalyst facilitates the given reaction.. Dataset: Catalyst prediction with 721,799 reactions and 888 catalyst types from USPTO (1) Reactant: [C:1]([C:3]1[CH:4]=[C:5]([C:11]2[CH:12]=[C:13]3[C:17](=[C:18]([C:20]([NH2:22])=[O:21])[CH:19]=2)[NH:16][CH:15]=[C:14]3[CH:23]2[CH2:28][CH2:27][N:26]([S:29]([CH2:32][CH3:33])(=[O:31])=[O:30])[CH2:25][CH2:24]2)[CH:6]=[C:7]([CH:9]=O)[CH:8]=1)#[N:2].[F:34][C:35]([F:39])([F:38])[CH2:36][NH2:37].C(O[BH-](OC(=O)C)OC(=O)C)(=[O:42])C.[Na+].[CH3:54][OH:55]. Product: [F:34][C:35]([F:39])([F:38])[C:54]([OH:42])=[O:55].[C:1]([C:3]1[CH:4]=[C:5]([C:11]2[CH:12]=[C:13]3[C:17](=[C:18]([C:20]([NH2:22])=[O:21])[CH:19]=2)[NH:16][CH:15]=[C:14]3[CH:23]2[CH2:28][CH2:27][N:26]([S:29]([CH2:32][CH3:33])(=[O:30])=[O:31])[CH2:25][CH2:24]2)[CH:6]=[C:7]([CH2:9][NH:37][CH2:36][C:35]([F:39])([F:38])[F:34])[CH:8]=1)#[N:2]. The catalyst class is: 411. (2) Reactant: [CH2:1]([Li])CCC.[CH2:6]([O:8][C@H:9]1[CH2:13][N:12]([C:14]([O:16][CH2:17][C:18]2[CH:23]=[CH:22][CH:21]=[CH:20][CH:19]=2)=[O:15])[CH:11]([CH:24]=O)[CH2:10]1)[CH3:7]. Product: [CH2:6]([O:8][C@H:9]1[CH2:13][N:12]([C:14]([O:16][CH2:17][C:18]2[CH:19]=[CH:20][CH:21]=[CH:22][CH:23]=2)=[O:15])[CH:11]([CH:24]=[CH2:1])[CH2:10]1)[CH3:7]. The catalyst class is: 597. (3) Reactant: [Cl:1][C:2]1[CH:7]=[CH:6][C:5]([N:8]2[C:13](=[O:14])[C:12]3[CH:15]=[N:16][N:17]([C:18]4[CH:23]=[CH:22][CH:21]=[CH:20][CH:19]=4)[C:11]=3[N:10]=[C:9]2[C:24]2[CH:29]=[CH:28][C:27]([S:30][CH3:31])=[CH:26][CH:25]=2)=[CH:4][CH:3]=1.O.O.O.O.O.O.C1(=O)OOOOC(=[O:42])C2=CC=CC=C12.[Mg]. Product: [Cl:1][C:2]1[CH:3]=[CH:4][C:5]([N:8]2[C:13](=[O:14])[C:12]3[CH:15]=[N:16][N:17]([C:18]4[CH:23]=[CH:22][CH:21]=[CH:20][CH:19]=4)[C:11]=3[N:10]=[C:9]2[C:24]2[CH:25]=[CH:26][C:27]([S:30]([CH3:31])=[O:42])=[CH:28][CH:29]=2)=[CH:6][CH:7]=1. The catalyst class is: 98. (4) Reactant: [S:1]1[C:5]2[CH:6]=[CH:7][CH:8]=[CH:9][C:4]=2[N:3]=[C:2]1[NH:10][C:11]([N:13]1[CH2:18][CH2:17][O:16][C:15]2[CH:19]=[CH:20][C:21]([C:23]3[S:24][C:25]([N:33]([CH3:43])[CH2:34][CH2:35][O:36][C:37]4[CH:42]=[CH:41][CH:40]=[CH:39][CH:38]=4)=[C:26]([C:28]([O:30]CC)=[O:29])[N:27]=3)=[CH:22][C:14]1=2)=[O:12].[OH-].[K+].CO. Product: [S:1]1[C:5]2[CH:6]=[CH:7][CH:8]=[CH:9][C:4]=2[N:3]=[C:2]1[NH:10][C:11]([N:13]1[CH2:18][CH2:17][O:16][C:15]2[CH:19]=[CH:20][C:21]([C:23]3[S:24][C:25]([N:33]([CH3:43])[CH2:34][CH2:35][O:36][C:37]4[CH:38]=[CH:39][CH:40]=[CH:41][CH:42]=4)=[C:26]([C:28]([OH:30])=[O:29])[N:27]=3)=[CH:22][C:14]1=2)=[O:12]. The catalyst class is: 6. (5) Reactant: [Br:1][C:2]1[CH:3]=[C:4]([OH:8])[CH:5]=[CH:6][CH:7]=1.Cl[C:10]([F:15])([F:14])C([O-])=O.[Na+].C(=O)([O-])[O-].[Cs+].[Cs+]. Product: [Br:1][C:2]1[CH:7]=[CH:6][CH:5]=[C:4]([O:8][CH:10]([F:15])[F:14])[CH:3]=1. The catalyst class is: 31. (6) Reactant: [CH3:1][N:2]1[CH2:7][CH2:6][CH:5]([CH:8]2[C:16]3[C:11](=[CH:12][CH:13]=[C:14]([N+:17]([O-])=O)[CH:15]=3)[NH:10][C:9]2=[O:20])[CH2:4][CH2:3]1. Product: [NH2:17][C:14]1[CH:15]=[C:16]2[C:11](=[CH:12][CH:13]=1)[NH:10][C:9](=[O:20])[CH:8]2[CH:5]1[CH2:6][CH2:7][N:2]([CH3:1])[CH2:3][CH2:4]1. The catalyst class is: 29. (7) Reactant: C(O)=O.[Cl:4][C:5]1[CH:10]=[CH:9][C:8]([C:11]2[C:15]3[CH2:16][N:17]([S:20]([CH3:23])(=[O:22])=[O:21])[CH2:18][CH2:19][C:14]=3[N:13]([CH2:24][CH2:25][CH2:26][N:27]3[CH2:32][CH2:31][O:30][CH2:29][CH2:28]3)[N:12]=2)=[CH:7][C:6]=1[C:33]#[C:34][C:35]1[CH:40]=[CH:39][C:38]([O:41][C:42]2[CH:47]=[CH:46][C:45](I)=[CH:44][CH:43]=2)=[CH:37][CH:36]=1.C1C=CC(P(C2C=CC=CC=2)C2C=CC=CC=2)=CC=1.C([O-])(O)=O.[Na+]. Product: [Cl:4][C:5]1[CH:10]=[CH:9][C:8]([C:11]2[C:15]3[CH2:16][N:17]([S:20]([CH3:23])(=[O:22])=[O:21])[CH2:18][CH2:19][C:14]=3[N:13]([CH2:24][CH2:25][CH2:26][N:27]3[CH2:32][CH2:31][O:30][CH2:29][CH2:28]3)[N:12]=2)=[CH:7][C:6]=1[C:33]#[C:34][C:35]1[CH:36]=[CH:37][C:38]([O:41][C:42]2[CH:43]=[CH:44][CH:45]=[CH:46][CH:47]=2)=[CH:39][CH:40]=1. The catalyst class is: 416. (8) Reactant: C(O[C:6](=O)[N:7](C)[C@@H:8]([C:20](=[O:34])[N:21]([CH3:33])[C@@H:22]([C:29](=[O:32])[NH:30][CH3:31])[CH2:23][C:24]1[S:25][CH:26]=[CH:27][CH:28]=1)[CH2:9][C:10]1[CH:19]=[CH:18][C:17]2[C:12](=[CH:13][CH:14]=[CH:15][CH:16]=2)[CH:11]=1)(C)(C)C.FC(F)(F)C(O)=O.O.C(=O)([O-])O.[Na+]. Product: [CH3:33][N:21]([C@@H:22]([C:29](=[O:32])[NH:30][CH3:31])[CH2:23][C:24]1[S:25][CH:26]=[CH:27][CH:28]=1)[C:20](=[O:34])[C@H:8]([NH:7][CH3:6])[CH2:9][C:10]1[CH:19]=[CH:18][C:17]2[C:12](=[CH:13][CH:14]=[CH:15][CH:16]=2)[CH:11]=1. The catalyst class is: 2.